This data is from Peptide-MHC class II binding affinity with 134,281 pairs from IEDB. The task is: Regression. Given a peptide amino acid sequence and an MHC pseudo amino acid sequence, predict their binding affinity value. This is MHC class II binding data. (1) The peptide sequence is AASGAATVAAGGYKV. The MHC is HLA-DQA10501-DQB10301 with pseudo-sequence HLA-DQA10501-DQB10301. The binding affinity (normalized) is 0.797. (2) The peptide sequence is AFKVAFTAANAAPAN. The MHC is DRB1_0802 with pseudo-sequence DRB1_0802. The binding affinity (normalized) is 0.872. (3) The peptide sequence is VIRDLAAMDGGGFYA. The MHC is HLA-DQA10103-DQB10603 with pseudo-sequence HLA-DQA10103-DQB10603. The binding affinity (normalized) is 0.151. (4) The peptide sequence is EKKTFAATQFEPLAA. The MHC is HLA-DPA10201-DPB11401 with pseudo-sequence HLA-DPA10201-DPB11401. The binding affinity (normalized) is 0.754. (5) The peptide sequence is EATTDGLGWYKIEID. The MHC is DRB1_0301 with pseudo-sequence DRB1_0301. The binding affinity (normalized) is 0.469. (6) The peptide sequence is AYKTAEGATPEAKYD. The MHC is HLA-DPA10301-DPB10402 with pseudo-sequence HLA-DPA10301-DPB10402. The binding affinity (normalized) is 0.170. (7) The peptide sequence is IARLPQVASYVYRRI. The MHC is DRB1_0701 with pseudo-sequence DRB1_0701. The binding affinity (normalized) is 0.427. (8) The peptide sequence is QASPDLLRGLLSTFI. The MHC is DRB1_0802 with pseudo-sequence DRB1_0802. The binding affinity (normalized) is 0.100.